The task is: Predict the product of the given reaction.. This data is from Forward reaction prediction with 1.9M reactions from USPTO patents (1976-2016). (1) Given the reactants Cl.[F:2][C:3]1[CH:20]=[CH:19][C:6]([C:7]([N:9]2[CH2:14][CH2:13][CH2:12][C@H:11]([C:15]([NH:17][NH2:18])=[O:16])[CH2:10]2)=[O:8])=[CH:5][CH:4]=1.[F:21][C:22]1[CH:30]=[CH:29][C:25]([C:26](O)=[O:27])=[CH:24][CH:23]=1.C1C=CC2N(O)N=NC=2C=1.CCN=C=NCCCN(C)C.Cl.C(N(CC)CC)C.Cl, predict the reaction product. The product is: [F:2][C:3]1[CH:20]=[CH:19][C:6]([C:7]([N:9]2[CH2:14][CH2:13][CH2:12][C@H:11]([C:15]([NH:17][NH:18][C:26](=[O:27])[C:25]3[CH:29]=[CH:30][C:22]([F:21])=[CH:23][CH:24]=3)=[O:16])[CH2:10]2)=[O:8])=[CH:5][CH:4]=1. (2) Given the reactants [CH3:1][C:2]1([CH3:42])[C:6](=[O:7])[N:5]([C:8]2[CH:13]=[CH:12][C:11]([NH:14][C:15](=[O:17])[CH3:16])=[C:10]([C:18]([F:21])([F:20])[F:19])[CH:9]=2)[C:4](=[O:22])[N:3]1[CH2:23][CH2:24][O:25][CH2:26][CH2:27][O:28][CH2:29][CH2:30][S:31][CH2:32][CH2:33][CH2:34][C:35]([F:41])([F:40])[C:36]([F:39])([F:38])[F:37].CC1(C)N(CCCCCCCCCSCCCC(F)(F)C(F)(F)F)C(=[O:69])N(C2C=CC([N+]([O-])=O)=C(C(F)(F)F)C=2)C1=O, predict the reaction product. The product is: [CH3:1][C:2]1([CH3:42])[C:6](=[O:7])[N:5]([C:8]2[CH:13]=[CH:12][C:11]([NH:14][C:15](=[O:17])[CH3:16])=[C:10]([C:18]([F:20])([F:21])[F:19])[CH:9]=2)[C:4](=[O:22])[N:3]1[CH2:23][CH2:24][O:25][CH2:26][CH2:27][O:28][CH2:29][CH2:30][S:31]([CH2:32][CH2:33][CH2:34][C:35]([F:41])([F:40])[C:36]([F:37])([F:38])[F:39])=[O:69]. (3) Given the reactants [CH3:1][O:2][C:3]1[CH:8]=[CH:7][C:6]([C:9]2[S:18][C:12]3[C:13](=[O:17])[NH:14][CH2:15][CH2:16][C:11]=3[CH:10]=2)=[CH:5][CH:4]=1.Br[C:20]1[CH:25]=[CH:24][C:23]([O:26][S:27]([C:30]2[CH:35]=[CH:34][C:33]([CH3:36])=[CH:32][CH:31]=2)(=[O:29])=[O:28])=[C:22]([O:37][CH3:38])[CH:21]=1.C([O-])([O-])=O.[Cs+].[Cs+], predict the reaction product. The product is: [CH3:38][O:37][C:22]1[CH:21]=[C:20]([N:14]2[CH2:15][CH2:16][C:11]3[CH:10]=[C:9]([C:6]4[CH:7]=[CH:8][C:3]([O:2][CH3:1])=[CH:4][CH:5]=4)[S:18][C:12]=3[C:13]2=[O:17])[CH:25]=[CH:24][C:23]=1[O:26][S:27]([C:30]1[CH:31]=[CH:32][C:33]([CH3:36])=[CH:34][CH:35]=1)(=[O:29])=[O:28]. (4) Given the reactants Cl.[C:2](=[NH:12])(OCC)[C:3]1[CH:8]=[CH:7][CH:6]=[CH:5][CH:4]=1.[CH3:13][O:14][CH:15]([O:18][CH3:19])[CH2:16][NH2:17], predict the reaction product. The product is: [CH3:13][O:14][CH:15]([O:18][CH3:19])[CH2:16][NH:17][C:2](=[NH:12])[C:3]1[CH:4]=[CH:5][CH:6]=[CH:7][CH:8]=1. (5) The product is: [C:8]1([N:7]2[C:1]3[C:2](=[CH:3][CH:4]=[CH:5][CH:6]=3)[C:15](=[O:16])[C:14]2=[O:18])[CH:9]=[CH:10][CH:11]=[CH:12][CH:13]=1. Given the reactants [C:1]1([NH:7][C:8]2[CH:13]=[CH:12][CH:11]=[CH:10][CH:9]=2)[CH:6]=[CH:5][CH:4]=[CH:3][CH:2]=1.[C:14](Cl)(=[O:18])[C:15](Cl)=[O:16].Cl, predict the reaction product. (6) Given the reactants [OH:1][C@@H:2]1[C@H:6]2[O:7][C:8]([CH3:11])([CH3:10])[O:9][C@H:5]2[C@H:4]([NH:12][C:13](=[O:19])[O:14][C:15]([CH3:18])([CH3:17])[CH3:16])[CH2:3]1.[H-].[Na+].CC1C=CC(S(O[CH2:33][CH2:34][O:35][CH2:36][C:37]2[CH:42]=[CH:41][CH:40]=[CH:39][CH:38]=2)(=O)=O)=CC=1, predict the reaction product. The product is: [CH2:36]([O:35][CH2:34][CH2:33][O:1][C@@H:2]1[C@H:6]2[O:7][C:8]([CH3:10])([CH3:11])[O:9][C@H:5]2[C@H:4]([NH:12][C:13](=[O:19])[O:14][C:15]([CH3:18])([CH3:17])[CH3:16])[CH2:3]1)[C:37]1[CH:42]=[CH:41][CH:40]=[CH:39][CH:38]=1.